Dataset: Catalyst prediction with 721,799 reactions and 888 catalyst types from USPTO. Task: Predict which catalyst facilitates the given reaction. (1) Reactant: C(OC(=O)[NH:10][C@H:11]([CH2:42][C:43]1[CH:48]=[CH:47][CH:46]=[CH:45][CH:44]=1)[C:12]([N:14]1[CH2:19][CH2:18][CH:17]([C:20]2[CH:25]=[CH:24][C:23]([O:26]CC3C=CC=CC=3)=[CH:22][C:21]=2[O:34]CC2C=CC=CC=2)[CH2:16][CH2:15]1)=[O:13])C1C=CC=CC=1. Product: [NH2:10][C@H:11]([CH2:42][C:43]1[CH:44]=[CH:45][CH:46]=[CH:47][CH:48]=1)[C:12]([N:14]1[CH2:19][CH2:18][CH:17]([C:20]2[CH:25]=[CH:24][C:23]([OH:26])=[CH:22][C:21]=2[OH:34])[CH2:16][CH2:15]1)=[O:13]. The catalyst class is: 381. (2) Reactant: C([O:8][C:9]1[CH:14]=[C:13]([C:15]([CH3:18])([CH3:17])[CH3:16])[CH:12]=[C:11]([C:19]([CH3:22])([CH3:21])[CH3:20])[C:10]=1[CH2:23][CH2:24][NH:25][CH:26]1[CH2:31][CH2:30][CH2:29][CH2:28][CH2:27]1)C1C=CC=CC=1.C1CC=CCC=1. Product: [C:19]([C:11]1[C:10]([CH2:23][CH2:24][NH:25][CH:26]2[CH2:27][CH2:28][CH2:29][CH2:30][CH2:31]2)=[C:9]([OH:8])[CH:14]=[C:13]([C:15]([CH3:17])([CH3:18])[CH3:16])[CH:12]=1)([CH3:20])([CH3:21])[CH3:22]. The catalyst class is: 29. (3) Reactant: Br[C:2]1[CH:7]=[CH:6][C:5]([C:8]2([OH:26])[CH2:13][CH2:12][N:11]([C:14]([C:16]3[CH:21]=[CH:20][C:19]([CH3:22])=[C:18]([N+:23]([O-:25])=[O:24])[CH:17]=3)=[O:15])[CH2:10][CH2:9]2)=[CH:4][CH:3]=1.[Cu][C:28]#[N:29].CCOC(C)=O. Product: [OH:26][C:8]1([C:5]2[CH:6]=[CH:7][C:2]([C:28]#[N:29])=[CH:3][CH:4]=2)[CH2:13][CH2:12][N:11]([C:14](=[O:15])[C:16]2[CH:21]=[CH:20][C:19]([CH3:22])=[C:18]([N+:23]([O-:25])=[O:24])[CH:17]=2)[CH2:10][CH2:9]1. The catalyst class is: 37. (4) Reactant: [Br:1][C:2]1[CH:7]=[C:6]([NH2:8])[CH:5]=[C:4]([C:9]([F:12])([F:11])[F:10])[C:3]=1[NH2:13].Br[CH2:15][CH2:16][O:17][CH2:18][CH2:19]Br.C(N(CC)C(C)C)(C)C.C(=O)(O)[O-]. Product: [Br:1][C:2]1[CH:7]=[C:6]([N:8]2[CH2:19][CH2:18][O:17][CH2:16][CH2:15]2)[CH:5]=[C:4]([C:9]([F:12])([F:11])[F:10])[C:3]=1[NH2:13]. The catalyst class is: 9.